This data is from Forward reaction prediction with 1.9M reactions from USPTO patents (1976-2016). The task is: Predict the product of the given reaction. Given the reactants [NH:1]1[C:9]2[CH:8]=[CH:7][CH:6]=[C:5]([C:10]#[N:11])[C:4]=2[CH:3]=[N:2]1.N1C=CC=CC=1.[C:18](OC(=O)C)(=[O:20])[CH3:19], predict the reaction product. The product is: [C:18]([N:1]1[C:9]2[CH:8]=[CH:7][CH:6]=[C:5]([C:10]#[N:11])[C:4]=2[CH:3]=[N:2]1)(=[O:20])[CH3:19].